From a dataset of Reaction yield outcomes from USPTO patents with 853,638 reactions. Predict the reaction yield, written as a fraction of the theoretical maximum amount of product (1.0 means a 100% yield; for example, 0.34 means a 34% yield). (1) The reactants are O.[OH-].[Li+].C[O:5][C:6](=[O:36])[CH2:7][C:8]1[C:17]([CH3:18])=[C:16]([C:19]2[CH:24]=[CH:23][C:22]([S:25]([C:28]3[CH:33]=[CH:32][CH:31]=[CH:30][C:29]=3[Cl:34])(=[O:27])=[O:26])=[CH:21][CH:20]=2)[C:15]2[C:10](=[CH:11][CH:12]=[C:13]([Cl:35])[CH:14]=2)[CH:9]=1. The catalyst is C1COCC1.O. The product is [Cl:35][C:13]1[CH:14]=[C:15]2[C:10](=[CH:11][CH:12]=1)[CH:9]=[C:8]([CH2:7][C:6]([OH:36])=[O:5])[C:17]([CH3:18])=[C:16]2[C:19]1[CH:20]=[CH:21][C:22]([S:25]([C:28]2[CH:33]=[CH:32][CH:31]=[CH:30][C:29]=2[Cl:34])(=[O:27])=[O:26])=[CH:23][CH:24]=1. The yield is 0.780. (2) The reactants are [CH:1]([C:4]1[CH:9]=[CH:8][C:7]([S:10]([C:13]2[CH:18]=[CH:17][CH:16]=[CH:15][CH:14]=2)(=[O:12])=[O:11])=[CH:6][C:5]=1[S:19](Cl)(=[O:21])=[O:20])([CH3:3])[CH3:2].Cl.[NH2:24][CH:25]1[CH2:30][CH2:29][N:28]([C:31]([C:33]2[CH:38]=[CH:37][C:36]([C:39]([F:42])([F:41])[F:40])=[CH:35][CH:34]=2)=[O:32])[CH2:27][CH2:26]1.C(N(C(C)C)CC)(C)C. No catalyst specified. The product is [CH:1]([C:4]1[CH:9]=[CH:8][C:7]([S:10]([C:13]2[CH:18]=[CH:17][CH:16]=[CH:15][CH:14]=2)(=[O:12])=[O:11])=[CH:6][C:5]=1[S:19]([NH:24][CH:25]1[CH2:26][CH2:27][N:28]([C:31](=[O:32])[C:33]2[CH:34]=[CH:35][C:36]([C:39]([F:40])([F:41])[F:42])=[CH:37][CH:38]=2)[CH2:29][CH2:30]1)(=[O:21])=[O:20])([CH3:3])[CH3:2]. The yield is 0.790. (3) The catalyst is ClCCl. The yield is 0.450. The reactants are [F:1][C:2]1[CH:36]=[C:35]([NH:37][C:38]([NH:40][C:41]2[CH:45]=[C:44]([CH3:46])[O:43][N:42]=2)=[O:39])[CH:34]=[CH:33][C:3]=1[O:4][C:5]1[CH:10]=[CH:9][N:8]=[C:7]2[CH:11]=[C:12]([C:14]3[N:19]=[CH:18][C:17]([CH2:20][N:21]([CH2:29][CH2:30][O:31][CH3:32])C(=O)OC(C)(C)C)=[CH:16][CH:15]=3)[S:13][C:6]=12.C(O)(C(F)(F)F)=O. The product is [F:1][C:2]1[CH:36]=[C:35]([NH:37][C:38]([NH:40][C:41]2[CH:45]=[C:44]([CH3:46])[O:43][N:42]=2)=[O:39])[CH:34]=[CH:33][C:3]=1[O:4][C:5]1[CH:10]=[CH:9][N:8]=[C:7]2[CH:11]=[C:12]([C:14]3[CH:15]=[CH:16][C:17]([CH2:20][NH:21][CH2:29][CH2:30][O:31][CH3:32])=[CH:18][N:19]=3)[S:13][C:6]=12. (4) The reactants are C1([NH:7][C:8]([C:10]2[C:11](=[O:30])[N:12]([CH2:22][C:23]3[CH:28]=[CH:27][C:26]([F:29])=[CH:25][CH:24]=3)[C:13]3[C:18]([C:19]=2O)=[CH:17][C:16]([CH3:21])=[CH:15][CH:14]=3)=O)CCCCC1.P(Cl)(Cl)([Cl:33])=O. No catalyst specified. The product is [Cl:33][C:19]1[C:18]2[C:13](=[CH:14][CH:15]=[C:16]([CH3:21])[CH:17]=2)[N:12]([CH2:22][C:23]2[CH:28]=[CH:27][C:26]([F:29])=[CH:25][CH:24]=2)[C:11](=[O:30])[C:10]=1[C:8]#[N:7]. The yield is 0.470. (5) The product is [CH:25]1([C:21]2[CH:20]=[C:19]([C:8]3([C:4]4[CH:5]=[CH:6][CH:7]=[C:2]([C:32]5[CH:33]=[N:28][CH:29]=[N:30][CH:31]=5)[CH:3]=4)[C:16]4[C:11](=[C:12]([F:17])[CH:13]=[CH:14][CH:15]=4)[C:10]([NH2:18])=[N:9]3)[CH:24]=[CH:23][N:22]=2)[CH2:27][CH2:26]1. The catalyst is COCCOC.CCO.O.CCOC(C)=O.[Cl-].[Na+].O.C1C=CC([PH+]([C]2[CH][CH][CH][CH]2)C2C=CC=CC=2)=CC=1.C1C=CC([PH+]([C]2[CH][CH][CH][CH]2)C2C=CC=CC=2)=CC=1.C(Cl)Cl.Cl[Pd]Cl.[Fe]. The yield is 0.620. The reactants are Br[C:2]1[CH:3]=[C:4]([C:8]2([C:19]3[CH:24]=[CH:23][N:22]=[C:21]([CH:25]4[CH2:27][CH2:26]4)[CH:20]=3)[C:16]3[C:11](=[C:12]([F:17])[CH:13]=[CH:14][CH:15]=3)[C:10]([NH2:18])=[N:9]2)[CH:5]=[CH:6][CH:7]=1.[N:28]1[CH:33]=[C:32](B(O)O)[CH:31]=[N:30][CH:29]=1.C(=O)([O-])[O-].[Cs+].[Cs+].